Predict the reactants needed to synthesize the given product. From a dataset of Full USPTO retrosynthesis dataset with 1.9M reactions from patents (1976-2016). (1) Given the product [Cl:13][C:14]1[CH:15]=[C:16]([NH:17][C:2]2[C:11]3[C:6](=[CH:7][CH:8]=[C:9]([I:12])[CH:10]=3)[N:5]=[CH:4][N:3]=2)[CH:18]=[CH:19][C:20]=1[O:21][CH2:22][C:23]1[CH:28]=[CH:27][CH:26]=[C:25]([F:29])[CH:24]=1, predict the reactants needed to synthesize it. The reactants are: Cl[C:2]1[C:11]2[C:6](=[CH:7][CH:8]=[C:9]([I:12])[CH:10]=2)[N:5]=[CH:4][N:3]=1.[Cl:13][C:14]1[CH:15]=[C:16]([CH:18]=[CH:19][C:20]=1[O:21][CH2:22][C:23]1[CH:28]=[CH:27][CH:26]=[C:25]([F:29])[CH:24]=1)[NH2:17]. (2) Given the product [Br:17][CH:12]([C:13]1[CH:14]=[CH:7][C:2]([F:1])=[N:3][CH:4]=1)[CH3:11], predict the reactants needed to synthesize it. The reactants are: [F:1][C:2]1[CH:7]=CC(C=O)=[CH:4][N:3]=1.O1[CH2:14][CH2:13][CH2:12][CH2:11]1.C[Mg][Br:17].CS(Cl)(=O)=O. (3) Given the product [Cl:19][C:3]1[CH:2]=[CH:10][C:6]([CH2:7][OH:8])=[C:5]([I:11])[CH:4]=1, predict the reactants needed to synthesize it. The reactants are: Cl[C:2]1[CH:3]=[CH:4][C:5]([I:11])=[C:6]([CH:10]=1)[C:7](O)=[O:8].CCN(CC)CC.[Cl:19]C(OCC)=O.[BH4-].[Na+]. (4) The reactants are: [CH3:1][O:2][C:3]([C:5]1[C:6]([OH:32])=[C:7]2[C:12](=[C:13](Br)[N:14]=1)[N:11]([CH2:16][C:17]1[CH:22]=[CH:21][CH:20]=[CH:19][CH:18]=1)[C:10](=[O:23])[C:9]([C:24]1[CH:29]=[CH:28][C:27]([O:30][CH3:31])=[CH:26][CH:25]=1)=[CH:8]2)=[O:4].C([Sn](CCCC)(CCCC)[C:38]1[CH:39]=[N:40][CH:41]=[CH:42][CH:43]=1)CCC.CCOC(C)=O.Cl. Given the product [CH3:1][O:2][C:3]([C:5]1[C:6]([OH:32])=[C:7]2[C:12](=[C:13]([C:38]3[CH:39]=[N:40][CH:41]=[CH:42][CH:43]=3)[N:14]=1)[N:11]([CH2:16][C:17]1[CH:22]=[CH:21][CH:20]=[CH:19][CH:18]=1)[C:10](=[O:23])[C:9]([C:24]1[CH:29]=[CH:28][C:27]([O:30][CH3:31])=[CH:26][CH:25]=1)=[CH:8]2)=[O:4], predict the reactants needed to synthesize it. (5) Given the product [CH3:22][O:23][C:5]1[S:9][C:8]2=[N:10][C:11]([C:13]3[O:14][C:15]4[CH:21]=[CH:20][CH:19]=[CH:18][C:16]=4[N:17]=3)=[CH:12][N:7]2[N:6]=1, predict the reactants needed to synthesize it. The reactants are: CS([C:5]1[S:9][C:8]2=[N:10][C:11]([C:13]3[O:14][C:15]4[CH:21]=[CH:20][CH:19]=[CH:18][C:16]=4[N:17]=3)=[CH:12][N:7]2[N:6]=1)(=O)=O.[CH3:22][O-:23].[Na+]. (6) Given the product [Cl:1][C:2]1[CH:7]=[CH:6][C:5]([C:8]2[C:9]3[N:10]([N:14]=[C:15]([NH:17][C:18]4[CH:19]=[CH:20][C:21]([CH:24]5[CH2:25][CH2:26][N:27]([CH2:33][C:34]([N:36]([CH3:38])[CH3:37])=[O:35])[CH2:28][CH2:29]5)=[CH:22][CH:23]=4)[N:16]=3)[CH:11]=[CH:12][CH:13]=2)=[C:4]([O:30][CH3:31])[CH:3]=1, predict the reactants needed to synthesize it. The reactants are: [Cl:1][C:2]1[CH:7]=[CH:6][C:5]([C:8]2[C:9]3[N:10]([N:14]=[C:15]([NH:17][C:18]4[CH:23]=[CH:22][C:21]([CH:24]5[CH2:29][CH2:28][NH:27][CH2:26][CH2:25]5)=[CH:20][CH:19]=4)[N:16]=3)[CH:11]=[CH:12][CH:13]=2)=[C:4]([O:30][CH3:31])[CH:3]=1.Cl[CH2:33][C:34]([N:36]([CH3:38])[CH3:37])=[O:35]. (7) Given the product [CH2:34]([C@@H:14]([CH2:13][CH2:12][C@H:8]([CH2:1][C:2]1[CH:3]=[CH:4][CH:5]=[CH:6][CH:7]=1)[C:9]([NH:41][C@H:42]1[CH2:48][CH2:47][S:46][C@H:45]2[CH2:49][CH2:50][CH2:51][C@@H:52]([CH3:53])[N:44]2[C:43]1=[O:54])=[O:10])[C:15]([NH:17][C@H:18]1[CH2:24][CH2:23][CH2:22][CH2:21][N:20]([C:25]2[CH:30]=[CH:29][CH:28]=[CH:27][C:26]=2[O:31][CH3:32])[C:19]1=[O:33])=[O:16])[C:35]1[CH:40]=[CH:39][CH:38]=[CH:37][CH:36]=1, predict the reactants needed to synthesize it. The reactants are: [CH2:1]([C@@H:8]([CH2:12][CH2:13][C@H:14]([CH2:34][C:35]1[CH:40]=[CH:39][CH:38]=[CH:37][CH:36]=1)[C:15]([NH:17][C@H:18]1[CH2:24][CH2:23][CH2:22][CH2:21][N:20]([C:25]2[CH:30]=[CH:29][CH:28]=[CH:27][C:26]=2[O:31][CH3:32])[C:19]1=[O:33])=[O:16])[C:9](O)=[O:10])[C:2]1[CH:7]=[CH:6][CH:5]=[CH:4][CH:3]=1.[NH2:41][C@H:42]1[CH2:48][CH2:47][S:46][C@H:45]2[CH2:49][CH2:50][CH2:51][C@@H:52]([CH3:53])[N:44]2[C:43]1=[O:54]. (8) Given the product [C:34]([O:38][C:39]([N:41]1[CH2:46][CH2:45][N:44]([C:19]2[S:20][C:16](=[CH:15][C:11]3[CH:10]=[C:9]4[C:14](=[CH:13][CH:12]=3)[N:6]([CH2:5][C:4]3[CH:24]=[CH:25][C:26]([C:28]([F:31])([F:29])[F:30])=[CH:27][C:3]=3[C:2]([F:32])([F:33])[F:1])[N:7]=[CH:8]4)[C:17](=[O:23])[N:18]=2)[CH:43]([C:47]([OH:49])=[O:48])[CH2:42]1)=[O:40])([CH3:37])([CH3:35])[CH3:36].[F:32][C:2]([F:33])([F:1])[C:3]1[CH:27]=[C:26]([C:28]([F:29])([F:30])[F:31])[CH:25]=[CH:24][C:4]=1[CH2:5][N:6]1[C:14]2[C:9](=[CH:10][C:11]([CH:15]=[C:16]3[S:20][C:19]([N:44]4[CH2:45][CH2:46][NH:41][CH2:42][C@@H:43]4[C:47]([OH:49])=[O:48])=[N:18][C:17]3=[O:23])=[CH:12][CH:13]=2)[CH:8]=[N:7]1, predict the reactants needed to synthesize it. The reactants are: [F:1][C:2]([F:33])([F:32])[C:3]1[CH:27]=[C:26]([C:28]([F:31])([F:30])[F:29])[CH:25]=[CH:24][C:4]=1[CH2:5][N:6]1[C:14]2[C:9](=[CH:10][C:11]([CH:15]=[C:16]3[S:20][C:19](SC)=[N:18][C:17]3=[O:23])=[CH:12][CH:13]=2)[CH:8]=[N:7]1.[C:34]([O:38][C:39]([N:41]1[CH2:46][CH2:45][NH:44][C@@H:43]([C:47]([OH:49])=[O:48])[CH2:42]1)=[O:40])([CH3:37])([CH3:36])[CH3:35]. (9) Given the product [Cl:1][C:2]1[CH:3]=[C:4]([C:14]([C:16]2[CH:21]=[CH:20][CH:19]=[C:18]([Cl:22])[CH:17]=2)=[N:24][OH:25])[CH:5]=[CH:6][C:7]=1[CH2:8][N:9]1[CH2:13][CH2:12][CH2:11][CH2:10]1, predict the reactants needed to synthesize it. The reactants are: [Cl:1][C:2]1[CH:3]=[C:4]([C:14]([C:16]2[CH:21]=[CH:20][CH:19]=[C:18]([Cl:22])[CH:17]=2)=O)[CH:5]=[CH:6][C:7]=1[CH2:8][N:9]1[CH2:13][CH2:12][CH2:11][CH2:10]1.Cl.[NH2:24][OH:25]. (10) Given the product [C:11]([NH:15][S:7]([C:5]1[S:6][C:2]([Cl:1])=[CH:3][CH:4]=1)(=[O:9])=[O:8])([CH3:14])([CH3:13])[CH3:12], predict the reactants needed to synthesize it. The reactants are: [Cl:1][C:2]1[S:6][C:5]([S:7](Cl)(=[O:9])=[O:8])=[CH:4][CH:3]=1.[C:11]([NH2:15])([CH3:14])([CH3:13])[CH3:12].